Dataset: NCI-60 drug combinations with 297,098 pairs across 59 cell lines. Task: Regression. Given two drug SMILES strings and cell line genomic features, predict the synergy score measuring deviation from expected non-interaction effect. Drug 1: C1CCC(C1)C(CC#N)N2C=C(C=N2)C3=C4C=CNC4=NC=N3. Drug 2: CN(CC1=CN=C2C(=N1)C(=NC(=N2)N)N)C3=CC=C(C=C3)C(=O)NC(CCC(=O)O)C(=O)O. Cell line: TK-10. Synergy scores: CSS=47.6, Synergy_ZIP=-1.48, Synergy_Bliss=-0.811, Synergy_Loewe=-14.0, Synergy_HSA=-1.93.